The task is: Predict which catalyst facilitates the given reaction.. This data is from Catalyst prediction with 721,799 reactions and 888 catalyst types from USPTO. Reactant: [H-].[H-].[H-].[H-].[Li+].[Al+3].[CH3:7][NH:8][C:9]1[C:14]([C:15](OCC)=[O:16])=[CH:13][N:12]=[C:11]([S:20][CH3:21])[N:10]=1.[OH-].[Na+]. Product: [CH3:7][NH:8][C:9]1[C:14]([CH2:15][OH:16])=[CH:13][N:12]=[C:11]([S:20][CH3:21])[N:10]=1. The catalyst class is: 20.